Predict which catalyst facilitates the given reaction. From a dataset of Catalyst prediction with 721,799 reactions and 888 catalyst types from USPTO. The catalyst class is: 9. Product: [CH2:16]([O:15][CH2:14][CH2:13][N:3]1[CH:4]=[CH:5][C:6]([C:7]([O:9][CH2:10][CH3:11])=[O:8])=[C:2]1[CH3:1])[C:17]1[CH:22]=[CH:21][CH:20]=[CH:19][CH:18]=1. Reactant: [CH3:1][C:2]1[NH:3][CH:4]=[CH:5][C:6]=1[C:7]([O:9][CH2:10][CH3:11])=[O:8].Br[CH2:13][CH2:14][O:15][CH2:16][C:17]1[CH:22]=[CH:21][CH:20]=[CH:19][CH:18]=1.[H-].[Na+].